This data is from Full USPTO retrosynthesis dataset with 1.9M reactions from patents (1976-2016). The task is: Predict the reactants needed to synthesize the given product. (1) Given the product [C:20]([O:24][C:25]([N:27]1[CH2:28][CH:29]=[C:30]([CH2:33][NH:18][C:17]2[CH:16]=[CH:15][N:14]=[C:13]([Cl:19])[C:12]=2[Br:11])[CH2:31][CH2:32]1)=[O:26])([CH3:23])([CH3:21])[CH3:22], predict the reactants needed to synthesize it. The reactants are: C[Si]([N-][Si](C)(C)C)(C)C.[Li+].[Br:11][C:12]1[C:13]([Cl:19])=[N:14][CH:15]=[CH:16][C:17]=1[NH2:18].[C:20]([O:24][C:25]([N:27]1[CH2:32][CH:31]=[C:30]([CH2:33]Cl)[CH2:29][CH2:28]1)=[O:26])([CH3:23])([CH3:22])[CH3:21].[Cl-].[NH4+]. (2) Given the product [CH3:15][O:16][C:17]1[CH:22]=[CH:21][CH:20]=[CH:19][C:18]=1[CH:23]([C:2]1[S:3][C:4]2[C:9]([N:1]=1)=[CH:8][CH:7]=[CH:6][N:5]=2)[NH:24][S:25]([C:28]1[CH:38]=[CH:37][C:31]2[O:32][CH2:33][CH2:34][CH2:35][O:36][C:30]=2[CH:29]=1)(=[O:27])=[O:26], predict the reactants needed to synthesize it. The reactants are: [N:1]1[C:9]2[C:4](=[N:5][CH:6]=[CH:7][CH:8]=2)[S:3][CH:2]=1.C([Li])CCC.[CH3:15][O:16][C:17]1[CH:22]=[CH:21][CH:20]=[CH:19][C:18]=1[CH:23]=[N:24][S:25]([C:28]1[CH:38]=[CH:37][C:31]2[O:32][CH2:33][CH2:34][CH2:35][O:36][C:30]=2[CH:29]=1)(=[O:27])=[O:26].C(=O)(O)[O-].[Na+]. (3) Given the product [CH3:21][O:7][C:6](=[O:8])[CH2:5][CH:4]([C:9]1[CH:10]=[CH:11][CH:12]=[CH:13][CH:14]=1)[CH2:3][C:2](=[O:1])[C:15]1[CH:20]=[CH:19][CH:18]=[CH:17][CH:16]=1, predict the reactants needed to synthesize it. The reactants are: [O:1]=[C:2]([C:15]1[CH:20]=[CH:19][CH:18]=[CH:17][CH:16]=1)[CH2:3][CH:4]([C:9]1[CH:14]=[CH:13][CH:12]=[CH:11][CH:10]=1)[CH2:5][C:6]([OH:8])=[O:7].[CH3:21]C(C)=O.C(#N)C. (4) Given the product [CH3:26][O:27][C:28](=[O:38])[C:29]1[CH:37]=[CH:36][C:32]([C:33]2[C:20]3=[CH:19][C:18]4[C:17]([CH3:21])([CH3:22])[CH2:16][CH2:15][C:14]([CH3:24])([CH3:23])[C:13]=4[CH:12]=[C:11]3[N:10]([CH3:25])[C:9]3[CH:8]=[CH:7][C:4]([C:5]#[N:6])=[CH:3][C:2]=3[N:1]=2)=[CH:31][CH:30]=1, predict the reactants needed to synthesize it. The reactants are: [NH2:1][C:2]1[CH:3]=[C:4]([CH:7]=[CH:8][C:9]=1[N:10]([CH3:25])[C:11]1[CH:20]=[CH:19][C:18]2[C:17]([CH3:22])([CH3:21])[CH2:16][CH2:15][C:14]([CH3:24])([CH3:23])[C:13]=2[CH:12]=1)[C:5]#[N:6].[CH3:26][O:27][C:28](=[O:38])[C:29]1[CH:37]=[CH:36][C:32]([C:33](O)=O)=[CH:31][CH:30]=1.O=P(Cl)(Cl)Cl.Cl. (5) Given the product [CH2:10]([O:12][C:13]([C:14]1[CH:21]=[N:9][N:8]([CH:2]2[CH2:7][CH2:6][CH2:5][CH2:4][CH2:3]2)[C:15]=1[C:16]([F:17])([F:18])[F:19])=[O:25])[CH3:11], predict the reactants needed to synthesize it. The reactants are: Cl.[CH:2]1([NH:8][NH2:9])[CH2:7][CH2:6][CH2:5][CH2:4][CH2:3]1.[CH2:10]([O:12][C:13](=[O:25])[C:14](=[CH:21]N(C)C)[C:15](=O)[C:16]([F:19])([F:18])[F:17])[CH3:11].C([O-])(=O)C.[Na+].